Dataset: Full USPTO retrosynthesis dataset with 1.9M reactions from patents (1976-2016). Task: Predict the reactants needed to synthesize the given product. (1) Given the product [C:1]([C:5]1[N:10]=[C:9]([NH:52][CH2:51][C:47]2[O:46][CH:50]=[CH:49][N:48]=2)[C:8]([C:12]([N:14]([CH2:32][CH:33]([CH3:35])[CH3:34])[C@@H:15]2[CH2:20][N:19]([C:21]([O:23][C:24]([CH3:27])([CH3:26])[CH3:25])=[O:22])[CH2:18][C@H:17]([C:28]([O:30][CH3:31])=[O:29])[CH2:16]2)=[O:13])=[CH:7][N:6]=1)([CH3:4])([CH3:3])[CH3:2], predict the reactants needed to synthesize it. The reactants are: [C:1]([C:5]1[N:10]=[C:9](Cl)[C:8]([C:12]([N:14]([CH2:32][CH:33]([CH3:35])[CH3:34])[C@@H:15]2[CH2:20][N:19]([C:21]([O:23][C:24]([CH3:27])([CH3:26])[CH3:25])=[O:22])[CH2:18][C@H:17]([C:28]([O:30][CH3:31])=[O:29])[CH2:16]2)=[O:13])=[CH:7][N:6]=1)([CH3:4])([CH3:3])[CH3:2].C(N(C(C)C)CC)(C)C.Cl.[O:46]1[CH:50]=[CH:49][N:48]=[C:47]1[CH2:51][NH2:52]. (2) Given the product [Br:1][C:2]1[N:3]=[C:4]([CH:12]2[CH2:17][CH2:16][N:15]3[C:18]([C:21]([F:24])([F:23])[F:22])=[N:19][N:20]=[C:14]3[CH2:13]2)[N:5]2[CH:10]=[CH:9][N:8]=[C:7]([NH2:25])[C:6]=12, predict the reactants needed to synthesize it. The reactants are: [Br:1][C:2]1[N:3]=[C:4]([CH:12]2[CH2:17][CH2:16][N:15]3[C:18]([C:21]([F:24])([F:23])[F:22])=[N:19][N:20]=[C:14]3[CH2:13]2)[N:5]2[CH:10]=[CH:9][N:8]=[C:7](Cl)[C:6]=12.[NH3:25].CC(O)C. (3) Given the product [F:1][C:2]1[CH:7]=[C:6]([CH2:8][CH2:9][NH2:10])[CH:5]=[CH:4][N:3]=1, predict the reactants needed to synthesize it. The reactants are: [F:1][C:2]1[CH:7]=[C:6]([CH2:8][CH2:9][N+:10]([O-])=O)[CH:5]=[CH:4][N:3]=1.C([O-])=O.[NH4+]. (4) The reactants are: Br[C:2]1[C:34]([C:35]([F:38])([F:37])[F:36])=[CH:33][C:5]2[N:6]([CH2:25][O:26][CH2:27][CH2:28][Si:29]([CH3:32])([CH3:31])[CH3:30])[C:7]([N:9]3[CH2:14][CH2:13][N:12]([C:15]4[C:20]([C:21]([F:24])([F:23])[F:22])=[CH:19][CH:18]=[CH:17][N:16]=4)[CH2:11][CH2:10]3)=[N:8][C:4]=2[CH:3]=1.[F:39][C:40]([F:51])([F:50])[C:41]1[CH:42]=[C:43]([CH2:47][CH2:48][NH2:49])[CH:44]=[CH:45][CH:46]=1.C(P(C(C)(C)C)C1C=CC=CC=1C1C=CC=CC=1)(C)(C)C.CC(C)([O-])C.[Na+]. Given the product [F:39][C:40]([F:50])([F:51])[C:41]1[CH:42]=[C:43]([CH2:47][CH2:48][NH:49][C:2]2[C:34]([C:35]([F:38])([F:37])[F:36])=[CH:33][C:5]3[N:6]([CH2:25][O:26][CH2:27][CH2:28][Si:29]([CH3:32])([CH3:31])[CH3:30])[C:7]([N:9]4[CH2:14][CH2:13][N:12]([C:15]5[C:20]([C:21]([F:24])([F:23])[F:22])=[CH:19][CH:18]=[CH:17][N:16]=5)[CH2:11][CH2:10]4)=[N:8][C:4]=3[CH:3]=2)[CH:44]=[CH:45][CH:46]=1, predict the reactants needed to synthesize it. (5) The reactants are: [C:1]([O:7][C:8]1[CH:15]=[CH:14][C:11]([CH:12]=O)=[CH:10][CH:9]=1)(=[O:6])[C:2]([CH3:5])([CH3:4])[CH3:3].C[Si](C)(C)[CH2:18][CH:19]=[CH:20][C:21]1[CH:26]=[CH:25][CH:24]=[CH:23][CH:22]=1.O.C(=O)(O)[O-].[Na+].[CH2:35]([O:37][CH2:38][CH3:39])C. Given the product [CH3:35][O:37][C:38]1[CH:39]=[CH:10][C:9]([CH:12]([C:11]2[CH:14]=[CH:15][C:8]([O:7][C:1](=[O:6])[C:2]([CH3:5])([CH3:4])[CH3:3])=[CH:9][CH:10]=2)[CH:20]([C:21]2[CH:26]=[CH:25][CH:24]=[CH:23][CH:22]=2)[CH:19]=[CH2:18])=[CH:8][CH:15]=1, predict the reactants needed to synthesize it. (6) Given the product [Cl:1][C:2]1[S:6][C:5]([C:7]2[CH:8]=[C:9]([N:13]3[C:17]4[CH:18]=[CH:19][C:20]([CH:22]([NH2:32])[CH3:23])=[CH:21][C:16]=4[N:15]=[CH:14]3)[CH:10]=[CH:11][CH:12]=2)=[N:4][CH:3]=1, predict the reactants needed to synthesize it. The reactants are: [Cl:1][C:2]1[S:6][C:5]([C:7]2[CH:8]=[C:9]([N:13]3[C:17]4[CH:18]=[CH:19][C:20]([CH:22](O)[CH3:23])=[CH:21][C:16]=4[N:15]=[CH:14]3)[CH:10]=[CH:11][CH:12]=2)=[N:4][CH:3]=1.C1(C)C=CC=CC=1.[N:32]12CCCN=C1CCCCC2.C1(P(N=[N+]=[N-])(C2C=CC=CC=2)=O)C=CC=CC=1. (7) The reactants are: [C:1]1([NH:7][C:8]2[CH:13]=[CH:12][CH:11]=[CH:10][C:9]=2[NH2:14])[CH:6]=[CH:5][CH:4]=[CH:3][CH:2]=1.[S:15](N)(N)(=[O:17])=[O:16]. Given the product [C:1]1([N:7]2[C:8]3[CH:13]=[CH:12][CH:11]=[CH:10][C:9]=3[NH:14][S:15]2(=[O:17])=[O:16])[CH:2]=[CH:3][CH:4]=[CH:5][CH:6]=1, predict the reactants needed to synthesize it.